This data is from Full USPTO retrosynthesis dataset with 1.9M reactions from patents (1976-2016). The task is: Predict the reactants needed to synthesize the given product. Given the product [C:2]([OH:9])(=[O:45])[C:36]([OH:39])=[O:38].[CH2:2]([O:9][N:10]=[C:11]1[CH2:16][CH2:15][N:14]([CH2:18][CH2:19][CH2:20][CH:21]([C:22]2[CH:23]=[CH:24][C:25]([F:28])=[CH:26][CH:27]=2)[C:29]2[CH:34]=[CH:33][C:32]([F:35])=[CH:31][CH:30]=2)[CH2:13][CH2:12]1)[C:3]1[CH:4]=[CH:5][CH:6]=[CH:7][CH:8]=1, predict the reactants needed to synthesize it. The reactants are: Cl.[CH2:2]([O:9][N:10]=[C:11]1[CH2:16][CH2:15][NH:14][CH2:13][CH2:12]1)[C:3]1[CH:8]=[CH:7][CH:6]=[CH:5][CH:4]=1.Cl[CH2:18][CH2:19][CH2:20][CH:21]([C:29]1[CH:34]=[CH:33][C:32]([F:35])=[CH:31][CH:30]=1)[C:22]1[CH:27]=[CH:26][C:25]([F:28])=[CH:24][CH:23]=1.[C:36]([O-:39])([O-:38])=O.[K+].[K+].CN(C)C=[O:45].